Dataset: TCR-epitope binding with 47,182 pairs between 192 epitopes and 23,139 TCRs. Task: Binary Classification. Given a T-cell receptor sequence (or CDR3 region) and an epitope sequence, predict whether binding occurs between them. (1) The epitope is SGPLKAEIAQRLED. The TCR CDR3 sequence is CASSLGTRNEQFF. Result: 1 (the TCR binds to the epitope). (2) The epitope is ATDALMTGY. Result: 0 (the TCR does not bind to the epitope). The TCR CDR3 sequence is CASSLGGGGLTDTQYF. (3) The epitope is IPSINVHHY. The TCR CDR3 sequence is CASSPYGGLAGEQYF. Result: 0 (the TCR does not bind to the epitope). (4) The epitope is YLNTLTLAV. The TCR CDR3 sequence is CSVEFLRANEQFF. Result: 1 (the TCR binds to the epitope). (5) The epitope is VLWAHGFEL. The TCR CDR3 sequence is CASSLGGLGQPQHF. Result: 0 (the TCR does not bind to the epitope).